The task is: Predict the reaction yield, written as a fraction of the theoretical maximum amount of product (1.0 means a 100% yield; for example, 0.34 means a 34% yield).. This data is from Reaction yield outcomes from USPTO patents with 853,638 reactions. (1) The reactants are [Cl:1][C:2]1[N:11]=[CH:10][C:9]2[NH:8][C:7](=[O:12])[CH:6]3[CH2:13][O:14][CH2:15][CH2:16][N:5]3[C:4]=2[N:3]=1.Cl[CH2:18][C:19](=[O:21])[CH3:20].C([O-])([O-])=O.[K+].[K+].O. The catalyst is CN(C=O)C. The product is [Cl:1][C:2]1[N:11]=[CH:10][C:9]2[N:8]([CH2:18][C:19](=[O:21])[CH3:20])[C:7](=[O:12])[CH:6]3[CH2:13][O:14][CH2:15][CH2:16][N:5]3[C:4]=2[N:3]=1. The yield is 0.730. (2) The reactants are O[CH:2]([CH2:12][C:13]1[CH:18]=[CH:17][CH:16]=[CH:15][CH:14]=1)[CH2:3][NH:4][C:5](=[O:11])[O:6][C:7]([CH3:10])([CH3:9])[CH3:8].C1C=CC(P(C2C=CC=CC=2)C2C=CC=CC=2)=CC=1.[C:38]1(=[O:48])[NH:42][C:41](=[O:43])[C:40]2=[CH:44][CH:45]=[CH:46][CH:47]=[C:39]12.CCOC(/N=N/C(OCC)=O)=O. The catalyst is C1COCC1. The product is [O:43]=[C:41]1[C:40]2[C:39](=[CH:47][CH:46]=[CH:45][CH:44]=2)[C:38](=[O:48])[N:42]1[CH:2]([CH2:12][C:13]1[CH:18]=[CH:17][CH:16]=[CH:15][CH:14]=1)[CH2:3][NH:4][C:5](=[O:11])[O:6][C:7]([CH3:10])([CH3:9])[CH3:8]. The yield is 0.830. (3) The reactants are Br[C:2]1[O:6][C:5]([C:7]2[CH:16]=[CH:15][C:10]([C:11]([O:13][CH3:14])=[O:12])=[CH:9][CH:8]=2)=[N:4][CH:3]=1.[F:17][C:18]1[CH:23]=[C:22]([F:24])[CH:21]=[CH:20][C:19]=1B(O)O.[F-].[Cs+]. The catalyst is C(COC)OC.Cl[Pd](Cl)([P](C1C=CC=CC=1)(C1C=CC=CC=1)C1C=CC=CC=1)[P](C1C=CC=CC=1)(C1C=CC=CC=1)C1C=CC=CC=1. The product is [F:17][C:18]1[CH:23]=[C:22]([F:24])[CH:21]=[CH:20][C:19]=1[C:2]1[O:6][C:5]([C:7]2[CH:16]=[CH:15][C:10]([C:11]([O:13][CH3:14])=[O:12])=[CH:9][CH:8]=2)=[N:4][CH:3]=1. The yield is 0.470. (4) The reactants are [Cl:1][C:2]1[CH:7]=[CH:6][C:5]([C:8]2([CH2:26][N:27]3C(=O)C4C(=CC=CC=4)C3=O)[CH2:13][CH2:12][N:11]([C:14]3[C:19](C(O)=O)=[CH:18][N:17]=[C:16]4[NH:23][CH:24]=[CH:25][C:15]=34)[CH2:10][CH2:9]2)=[CH:4][CH:3]=1. The catalyst is O. The product is [Cl:1][C:2]1[CH:7]=[CH:6][C:5]([C:8]2([CH2:26][NH2:27])[CH2:9][CH2:10][N:11]([C:14]3[CH:19]=[CH:18][N:17]=[C:16]4[NH:23][CH:24]=[CH:25][C:15]=34)[CH2:12][CH2:13]2)=[CH:4][CH:3]=1. The yield is 0.470. (5) The reactants are C[O:2][C:3](=[O:24])[C:4]1[CH:9]=[C:8]([C:10]2[S:11][CH:12]=[C:13]([C:15]3[CH:20]=[CH:19][C:18]([Cl:21])=[C:17]([Cl:22])[CH:16]=3)[N:14]=2)[CH:7]=[CH:6][C:5]=1Br.[CH2:25]([O:27][C:28]1[N:33]=[CH:32][C:31](B(O)O)=[CH:30][N:29]=1)[CH3:26]. No catalyst specified. The product is [Cl:22][C:17]1[CH:16]=[C:15]([C:13]2[N:14]=[C:10]([C:8]3[CH:7]=[CH:6][C:5]([C:31]4[CH:30]=[N:29][C:28]([O:27][CH2:25][CH3:26])=[N:33][CH:32]=4)=[C:4]([CH:9]=3)[C:3]([OH:2])=[O:24])[S:11][CH:12]=2)[CH:20]=[CH:19][C:18]=1[Cl:21]. The yield is 0.0300.